From a dataset of Reaction yield outcomes from USPTO patents with 853,638 reactions. Predict the reaction yield, written as a fraction of the theoretical maximum amount of product (1.0 means a 100% yield; for example, 0.34 means a 34% yield). The reactants are Cl[C:2]1[N:7]=[C:6]([N:8]2[CH2:13][CH2:12][O:11][CH2:10][CH2:9]2)[N:5]=[C:4]([N:14]2[C:18]3[CH:19]=[C:20]([NH:25][C:26](=[O:32])[O:27][C:28]([CH3:31])([CH3:30])[CH3:29])[CH:21]=[C:22]([O:23][CH3:24])[C:17]=3[N:16]=[C:15]2[CH:33]([F:35])[F:34])[N:3]=1.[CH3:36][N:37]([CH3:49])[CH2:38][CH2:39][S:40]([N:43]1[CH2:48][CH2:47][NH:46][CH2:45][CH2:44]1)(=[O:42])=[O:41].CCN(CC)CC. The catalyst is C1COCC1. The product is [F:35][CH:33]([F:34])[C:15]1[N:14]([C:4]2[N:3]=[C:2]([N:46]3[CH2:47][CH2:48][N:43]([S:40]([CH2:39][CH2:38][N:37]([CH3:49])[CH3:36])(=[O:42])=[O:41])[CH2:44][CH2:45]3)[N:7]=[C:6]([N:8]3[CH2:13][CH2:12][O:11][CH2:10][CH2:9]3)[N:5]=2)[C:18]2[CH:19]=[C:20]([NH:25][C:26](=[O:32])[O:27][C:28]([CH3:29])([CH3:30])[CH3:31])[CH:21]=[C:22]([O:23][CH3:24])[C:17]=2[N:16]=1. The yield is 0.680.